Dataset: Forward reaction prediction with 1.9M reactions from USPTO patents (1976-2016). Task: Predict the product of the given reaction. (1) Given the reactants [C:1]([OH:5])(=O)[CH:2]=[CH2:3].Cl.[CH3:7][N:8]1[CH2:14][C:13]2[CH:15]=[C:16](/[CH:19]=[CH:20]/[C:21](O)=O)[CH:17]=[N:18][C:12]=2NC(=O)[CH2:9]1.CNCC1C2C(=CC=CC=2)N(C)C=1.CNCC1C=CC2C(=CC=CC=2)C=1CCC, predict the reaction product. The product is: [CH3:17][N:18]([CH2:12][C:13]1[C:15]2[C:9](=[CH:21][CH:20]=[CH:19][CH:16]=2)[N:8]([CH3:7])[CH:14]=1)[C:1](=[O:5])[CH:2]=[CH2:3]. (2) Given the reactants [S:1]([N:11]1[CH2:15][CH2:14][CH2:13][C@@H:12]1[C:16]([O:18][CH:19]([C:25]1[CH:33]=[C:32]2[N:28]([CH2:29][CH2:30][C:31]32[O:37][CH2:36][CH2:35][O:34]3)[C:27](=[O:38])[C:26]=1[C:39]#[N:40])[C:20]([O:22][CH2:23][CH3:24])=[O:21])=[O:17])([C:4]1[CH:10]=[CH:9][C:7]([CH3:8])=[CH:6][CH:5]=1)(=[O:3])=[O:2].I[CH2:42][CH3:43].[OH-].[Na+].CN(C)C=O, predict the reaction product. The product is: [S:1]([N:11]1[CH2:15][CH2:14][CH2:13][C@@H:12]1[C:16]([O:18][C@:19]([C:25]1[CH:33]=[C:32]2[N:28]([CH2:29][CH2:30][C:31]32[O:37][CH2:36][CH2:35][O:34]3)[C:27](=[O:38])[C:26]=1[C:39]#[N:40])([CH2:42][CH3:43])[C:20]([O:22][CH2:23][CH3:24])=[O:21])=[O:17])([C:4]1[CH:10]=[CH:9][C:7]([CH3:8])=[CH:6][CH:5]=1)(=[O:2])=[O:3]. (3) Given the reactants [Cl:1][C:2]1[C:10]([C:11]#[N:12])=[CH:9][CH:8]=[C:7]2[C:3]=1[CH:4]=[C:5]([CH:13]([F:15])[F:14])[NH:6]2.[C:16]([O:20][C:21](=[O:25])[CH:22](Br)[CH3:23])([CH3:19])([CH3:18])[CH3:17].C([O-])([O-])=O.[Cs+].[Cs+], predict the reaction product. The product is: [Cl:1][C:2]1[C:10]([C:11]#[N:12])=[CH:9][CH:8]=[C:7]2[C:3]=1[CH:4]=[C:5]([CH:13]([F:14])[F:15])[N:6]2[CH:22]([CH3:23])[C:21]([O:20][C:16]([CH3:19])([CH3:18])[CH3:17])=[O:25]. (4) Given the reactants C([BH3-])#N.[Na+].[C:5]([C@@H:8]1[CH2:10][C@H:9]1[C:11]1[C:19]2[C:14](=[CH:15][CH:16]=[C:17]([C:20]#[N:21])[CH:18]=2)[N:13](S(C2C=CC(C)=CC=2)(=O)=O)[CH:12]=1)(=O)[CH3:6].[CH3:32][NH:33][CH3:34].C(O)(=O)C.[OH-].[Na+], predict the reaction product. The product is: [CH3:32][N:33]([CH3:34])[CH:5]([CH:8]1[CH2:10][CH:9]1[C:11]1[C:19]2[C:14](=[CH:15][CH:16]=[C:17]([C:20]#[N:21])[CH:18]=2)[NH:13][CH:12]=1)[CH3:6].